From a dataset of Forward reaction prediction with 1.9M reactions from USPTO patents (1976-2016). Predict the product of the given reaction. (1) Given the reactants [Br:1][C:2]1[CH:7]=[CH:6][C:5]([CH3:8])=[CH:4][C:3]=1[N+:9]([O-])=O.[CH:12]([Mg]Br)=[CH2:13].[Cl-].[NH4+].C(OCC)(=O)C, predict the reaction product. The product is: [Br:1][C:2]1[CH:7]=[CH:6][C:5]([CH3:8])=[C:4]2[C:3]=1[NH:9][CH:13]=[CH:12]2. (2) Given the reactants [C:8](O[C:8]([C:10]([F:13])([F:12])[F:11])=[O:9])([C:10]([F:13])([F:12])[F:11])=[O:9].[Br:14][C:15]1[C:20]([NH2:21])=[CH:19][CH:18]=[C:17]([O:22][CH3:23])[N:16]=1.N1C=CC=CC=1.O, predict the reaction product. The product is: [Br:14][C:15]1[C:20]([NH:21][C:8](=[O:9])[C:10]([F:11])([F:12])[F:13])=[CH:19][CH:18]=[C:17]([O:22][CH3:23])[N:16]=1. (3) Given the reactants [NH2:1][C:2]1[C:7]([C:8]([C:10]2[CH:15]=[C:14]([F:16])[CH:13]=[CH:12][C:11]=2[O:17][CH3:18])=[O:9])=[CH:6][N:5]=[C:4](S(CC)(=O)=O)[N:3]=1.[C:24]([O:28][C:29]([N:31]1[CH2:35][CH2:34][C@@H:33]([NH2:36])[CH2:32]1)=[O:30])([CH3:27])([CH3:26])[CH3:25], predict the reaction product. The product is: [C:24]([O:28][C:29]([N:31]1[CH2:35][CH2:34][C@@H:33]([NH:36][C:4]2[N:3]=[C:2]([NH2:1])[C:7]([C:8](=[O:9])[C:10]3[CH:15]=[C:14]([F:16])[CH:13]=[CH:12][C:11]=3[O:17][CH3:18])=[CH:6][N:5]=2)[CH2:32]1)=[O:30])([CH3:27])([CH3:25])[CH3:26]. (4) Given the reactants [CH3:1][C:2]1[C:6]([C:7]2[C:16]3[O:15][CH2:14][CH:13]([C:17]4[C:18]([C:23]([OH:25])=[O:24])=[N:19][CH:20]=[CH:21][CH:22]=4)[N:12]4[C:26](=[O:28])[NH:27][C:10]([C:11]=34)=[CH:9][CH:8]=2)=[C:5]([CH3:29])[O:4][N:3]=1.[CH3:30]O, predict the reaction product. The product is: [CH3:1][C:2]1[C:6]([C:7]2[C:16]3[O:15][CH2:14][CH:13]([C:17]4[C:18]([C:23]([O:25][CH3:30])=[O:24])=[N:19][CH:20]=[CH:21][CH:22]=4)[N:12]4[C:26](=[O:28])[NH:27][C:10]([C:11]=34)=[CH:9][CH:8]=2)=[C:5]([CH3:29])[O:4][N:3]=1. (5) Given the reactants [CH3:1][O:2][C:3]([C:5]1[S:6][C:7]([C:27]2[CH:32]=[CH:31][CH:30]=[CH:29][CH:28]=2)=[CH:8][C:9]=1[N:10]([C:18]([CH:20]1[CH2:25][CH2:24][CH:23]([CH3:26])[CH2:22][CH2:21]1)=[O:19])[CH:11]1[CH2:16][CH2:15][C:14](=O)[CH2:13][CH2:12]1)=[O:4].Cl.[NH2:34][OH:35].[OH-].[Na+], predict the reaction product. The product is: [CH3:1][O:2][C:3]([C:5]1[S:6][C:7]([C:27]2[CH:32]=[CH:31][CH:30]=[CH:29][CH:28]=2)=[CH:8][C:9]=1[N:10]([CH:11]1[CH2:16][CH2:15][C:14](=[N:34][OH:35])[CH2:13][CH2:12]1)[C:18]([CH:20]1[CH2:25][CH2:24][CH:23]([CH3:26])[CH2:22][CH2:21]1)=[O:19])=[O:4].